Predict the product of the given reaction. From a dataset of Forward reaction prediction with 1.9M reactions from USPTO patents (1976-2016). Given the reactants [CH3:1][CH:2]([NH:4][C:5]1[CH:22]=[N:21][C:8]2[CH2:9][N:10]([C:14]([O:16][C:17]([CH3:20])([CH3:19])[CH3:18])=[O:15])[CH2:11][CH2:12][O:13][C:7]=2[N:6]=1)[CH3:3].C[Si](C)(C)[N-][Si](C)(C)C.[K+].I[CH2:34][CH3:35].O, predict the reaction product. The product is: [CH2:34]([N:4]([CH:2]([CH3:1])[CH3:3])[C:5]1[CH:22]=[N:21][C:8]2[CH2:9][N:10]([C:14]([O:16][C:17]([CH3:20])([CH3:19])[CH3:18])=[O:15])[CH2:11][CH2:12][O:13][C:7]=2[N:6]=1)[CH3:35].